Dataset: NCI-60 drug combinations with 297,098 pairs across 59 cell lines. Task: Regression. Given two drug SMILES strings and cell line genomic features, predict the synergy score measuring deviation from expected non-interaction effect. (1) Drug 1: C1CN(CCN1C(=O)CCBr)C(=O)CCBr. Drug 2: C1C(C(OC1N2C=NC3=C2NC=NCC3O)CO)O. Cell line: NCI-H522. Synergy scores: CSS=28.9, Synergy_ZIP=-10.5, Synergy_Bliss=-4.37, Synergy_Loewe=-3.32, Synergy_HSA=-3.19. (2) Drug 1: C1=C(C(=O)NC(=O)N1)N(CCCl)CCCl. Drug 2: CCC1=C2CN3C(=CC4=C(C3=O)COC(=O)C4(CC)O)C2=NC5=C1C=C(C=C5)O. Cell line: MALME-3M. Synergy scores: CSS=18.9, Synergy_ZIP=-11.0, Synergy_Bliss=-4.78, Synergy_Loewe=-11.2, Synergy_HSA=-2.02. (3) Drug 1: CC1CCC2CC(C(=CC=CC=CC(CC(C(=O)C(C(C(=CC(C(=O)CC(OC(=O)C3CCCCN3C(=O)C(=O)C1(O2)O)C(C)CC4CCC(C(C4)OC)O)C)C)O)OC)C)C)C)OC. Drug 2: CC1=C(N=C(N=C1N)C(CC(=O)N)NCC(C(=O)N)N)C(=O)NC(C(C2=CN=CN2)OC3C(C(C(C(O3)CO)O)O)OC4C(C(C(C(O4)CO)O)OC(=O)N)O)C(=O)NC(C)C(C(C)C(=O)NC(C(C)O)C(=O)NCCC5=NC(=CS5)C6=NC(=CS6)C(=O)NCCC[S+](C)C)O. Cell line: OVCAR-8. Synergy scores: CSS=36.3, Synergy_ZIP=-11.8, Synergy_Bliss=-6.49, Synergy_Loewe=-2.25, Synergy_HSA=-1.88. (4) Drug 1: C1CCN(CC1)CCOC2=CC=C(C=C2)C(=O)C3=C(SC4=C3C=CC(=C4)O)C5=CC=C(C=C5)O. Drug 2: CS(=O)(=O)C1=CC(=C(C=C1)C(=O)NC2=CC(=C(C=C2)Cl)C3=CC=CC=N3)Cl. Cell line: CAKI-1. Synergy scores: CSS=17.5, Synergy_ZIP=-3.37, Synergy_Bliss=-12.3, Synergy_Loewe=-9.24, Synergy_HSA=-10.2. (5) Drug 1: C1CN1C2=NC(=NC(=N2)N3CC3)N4CC4. Drug 2: CC1=C(N=C(N=C1N)C(CC(=O)N)NCC(C(=O)N)N)C(=O)NC(C(C2=CN=CN2)OC3C(C(C(C(O3)CO)O)O)OC4C(C(C(C(O4)CO)O)OC(=O)N)O)C(=O)NC(C)C(C(C)C(=O)NC(C(C)O)C(=O)NCCC5=NC(=CS5)C6=NC(=CS6)C(=O)NCCC[S+](C)C)O. Cell line: A549. Synergy scores: CSS=46.9, Synergy_ZIP=4.75, Synergy_Bliss=5.33, Synergy_Loewe=6.34, Synergy_HSA=9.81.